This data is from Forward reaction prediction with 1.9M reactions from USPTO patents (1976-2016). The task is: Predict the product of the given reaction. The product is: [C:32]([CH2:33][CH2:34][NH:35][C:23](=[O:24])[CH2:22][CH2:21][S:20][C:11]1[N:10]([C:7]2[CH:8]=[CH:9][C:4]([O:3][CH2:1][CH3:2])=[CH:5][CH:6]=2)[C:15](=[O:16])[C:14]2[NH:17][CH:18]=[CH:19][C:13]=2[N:12]=1)#[N:31]. Given the reactants [CH2:1]([O:3][C:4]1[CH:9]=[CH:8][C:7]([N:10]2[C:15](=[O:16])[C:14]3[NH:17][CH:18]=[CH:19][C:13]=3[N:12]=[C:11]2[S:20][CH2:21][CH2:22][C:23](O)=[O:24])=[CH:6][CH:5]=1)[CH3:2].Cl.C(N=C=[N:31][CH2:32][CH2:33][CH2:34][N:35](C)C)C.ON1C2C=CC=CC=2N=N1.NCCC#N, predict the reaction product.